From a dataset of Full USPTO retrosynthesis dataset with 1.9M reactions from patents (1976-2016). Predict the reactants needed to synthesize the given product. (1) Given the product [C:25]([O:29][C:30]([N:32]1[CH2:37][CH2:36][CH:35]([NH:38][C:22]([C:19]2[C:15]3[N:16]=[CH:17][N:18]=[C:13]([C:7]4[CH:8]=[CH:9][C:10]([F:12])=[CH:11][C:6]=4[O:5][CH2:4][CH:1]4[CH2:2][CH2:3]4)[C:14]=3[NH:21][CH:20]=2)=[O:24])[CH2:34][CH2:33]1)=[O:31])([CH3:28])([CH3:26])[CH3:27], predict the reactants needed to synthesize it. The reactants are: [CH:1]1([CH2:4][O:5][C:6]2[CH:11]=[C:10]([F:12])[CH:9]=[CH:8][C:7]=2[C:13]2[C:14]3[NH:21][CH:20]=[C:19]([C:22]([OH:24])=O)[C:15]=3[N:16]=[CH:17][N:18]=2)[CH2:3][CH2:2]1.[C:25]([O:29][C:30]([N:32]1[CH2:37][CH2:36][CH:35]([NH2:38])[CH2:34][CH2:33]1)=[O:31])([CH3:28])([CH3:27])[CH3:26]. (2) Given the product [F:1][C:2]1[CH:3]=[C:4]2[C:9](=[CH:10][C:11]=1[F:12])[N:8]([CH2:19][C:18]1[CH:21]=[CH:22][CH:23]=[CH:24][C:17]=1[F:16])[CH:7]=[C:6]([C:13]#[N:14])[C:5]2=[O:15], predict the reactants needed to synthesize it. The reactants are: [F:1][C:2]1[CH:3]=[C:4]2[C:9](=[CH:10][C:11]=1[F:12])[NH:8][CH:7]=[C:6]([C:13]#[N:14])[C:5]2=[O:15].[F:16][C:17]1[CH:24]=[CH:23][CH:22]=[CH:21][C:18]=1[CH2:19]Cl. (3) Given the product [CH2:36]([N:13]1[CH2:12][CH2:11][C@@:10]23[C:17]4[C:16]5[CH2:15][C@@H:14]1[C@H:5]2[CH2:4][C@H:3]([C@:2]([OH:30])([C:26]([CH3:27])([CH3:28])[CH3:29])[CH3:1])[C@H:8]([O:24][CH3:25])[C@@H:9]3[O:23][C:18]=4[C:19]([OH:22])=[C:20]1[CH2:43][CH2:42][C:21]1=5)[CH:37]=[CH2:38], predict the reactants needed to synthesize it. The reactants are: [CH3:1][C@@:2]([OH:30])([C:26]([CH3:29])([CH3:28])[CH3:27])[C@@H:3]1[C@@:8]2([O:24][CH3:25])[C@@H:9]3[O:23][C:18]4=[C:19]([OH:22])[CH:20]=[CH:21][C:16]5=[C:17]4[C@:10]43[CH2:11][CH2:12][NH:13][C@H:14]([CH2:15]5)[C@@:5]4(CC2)[CH2:4]1.C([O-])(O)=O.[Na+].[CH2:36](Br)[CH:37]=[CH2:38].[NH4+].[OH-].[CH3:42][C:43](N(C)C)=O. (4) Given the product [CH3:1][C:2]1[CH:7]=[CH:6][C:5]([C:8]2[O:12][N:11]=[CH:10][C:9]=2[C:13]([N:31]2[CH2:32][CH2:33][C:28]3([C:27]4[C:22](=[CH:23][CH:24]=[CH:25][CH:26]=4)[CH2:21][N:20]3[S:17]([CH3:16])(=[O:18])=[O:19])[CH2:29][CH2:30]2)=[O:14])=[CH:4][CH:3]=1, predict the reactants needed to synthesize it. The reactants are: [CH3:1][C:2]1[CH:7]=[CH:6][C:5]([C:8]2[O:12][N:11]=[CH:10][C:9]=2[C:13](Cl)=[O:14])=[CH:4][CH:3]=1.[CH3:16][S:17]([N:20]1[C:28]2([CH2:33][CH2:32][NH:31][CH2:30][CH2:29]2)[C:27]2[C:22](=[CH:23][CH:24]=[CH:25][CH:26]=2)[CH2:21]1)(=[O:19])=[O:18]. (5) The reactants are: Cl[C:2]1[CH:7]=[C:6]([C:8]2[N:13]=[C:12]([CH3:14])[CH:11]=[C:10]([C:15]3[CH:20]=[CH:19][C:18]([C:21]([F:24])([F:23])[F:22])=[C:17]([CH3:25])[CH:16]=3)[N:9]=2)[CH:5]=[CH:4][N:3]=1.[NH2:26][C:27]1[CH:32]=[CH:31][C:30](B2OC(C)(C)C(C)(C)O2)=[CH:29][N:28]=1. Given the product [CH3:14][C:12]1[CH:11]=[C:10]([C:15]2[CH:20]=[CH:19][C:18]([C:21]([F:24])([F:23])[F:22])=[C:17]([CH3:25])[CH:16]=2)[N:9]=[C:8]([C:6]2[CH:5]=[CH:4][N:3]=[C:2]([C:30]3[CH:29]=[N:28][C:27]([NH2:26])=[CH:32][CH:31]=3)[CH:7]=2)[N:13]=1, predict the reactants needed to synthesize it. (6) Given the product [Br:9][C:5]1[N:6]=[C:7]([NH:22][CH:20]([C:16]2[CH:15]=[C:14]3[C:19](=[CH:18][CH:17]=2)[N:10]=[CH:11][CH:12]=[CH:13]3)[CH3:21])[C:2]([NH2:1])=[N:3][CH:4]=1, predict the reactants needed to synthesize it. The reactants are: [NH2:1][C:2]1[C:7](Br)=[N:6][C:5]([Br:9])=[CH:4][N:3]=1.[N:10]1[C:19]2[C:14](=[CH:15][C:16]([CH:20]([NH2:22])[CH3:21])=[CH:17][CH:18]=2)[CH:13]=[CH:12][CH:11]=1.CCN(C(C)C)C(C)C. (7) Given the product [NH2:8][C:9]1[O:17][C:16]2[C:11](=[N:12][CH:13]=[C:14]([C:18]3[CH:19]=[N:20][C:21]([C:24]([NH:26][CH3:27])=[O:25])=[CH:22][CH:23]=3)[CH:15]=2)[C:10]=1[C:28]([NH:31][C:32]1[CH:33]=[N:34][CH:35]=[CH:36][C:37]=1[N:38]1[CH2:43][C@H:42]([C:44]([F:45])([F:46])[F:47])[CH2:41][C@H:40]([NH2:48])[CH2:39]1)=[O:29], predict the reactants needed to synthesize it. The reactants are: C(OC([NH:8][C:9]1[O:17][C:16]2[C:11](=[N:12][CH:13]=[C:14]([C:18]3[CH:19]=[N:20][C:21]([C:24]([NH:26][CH3:27])=[O:25])=[CH:22][CH:23]=3)[CH:15]=2)[C:10]=1[C:28](O)=[O:29])=O)(C)(C)C.[NH2:31][C:32]1[CH:33]=[N:34][CH:35]=[CH:36][C:37]=1[N:38]1[CH2:43][C@H:42]([C:44]([F:47])([F:46])[F:45])[CH2:41][C@H:40]([NH:48]C(=O)OC(C)(C)C)[CH2:39]1.